Dataset: Experimentally validated miRNA-target interactions with 360,000+ pairs, plus equal number of negative samples. Task: Binary Classification. Given a miRNA mature sequence and a target amino acid sequence, predict their likelihood of interaction. (1) The miRNA is hsa-miR-6749-3p with sequence CUCCUCCCCUGCCUGGCCCAG. The protein sequence of the target gene is MGFIFSKSMNESMKNQKEFMLMNARLQLERQLIMQSEMRERQMAMQIAWSREFLKYFGTFFGLAAISLTAGAIKKKKPAFLVPIVPLSFILTYQYDLGYGTLLERMKGEAEDILETEKSKLQLPRGMITFESIEKARKEQSRFFIDK. Result: 1 (interaction). (2) The miRNA is hsa-miR-4722-3p with sequence ACCUGCCAGCACCUCCCUGCAG. The protein sequence of the target gene is MPSKGKDKKKGKSKGKDTKKLIKTDESVVDRAKANASLWEARLEVTELSRIKYRDTSRILAKSNEDLKKKQCKMEKDIMSVLSYLKKQDQEKDNMIEKLKQQLNETKEKAQEEKDKLEQKYTRQINELEGQFHQKAKEIGMIHTELKAVRQFQKRKIQVERELDDLKENLRNTERIHQETLRRLESRFFEEKHRLEQEAEKKIIMLAERAHHEAIVQLNDAGRNVFKENDYLQKALAYHLKETDALQKNSQKLQESHTLLLHQKEINDLLVKEKIMQLVQQRSQIQTLQKKVVNLETALS.... Result: 0 (no interaction). (3) The miRNA is mmu-miR-466e-3p with sequence UAUACAUACACGCACACAUAAGA. The protein sequence of the target gene is MGYDVTRFQGDVDEDLICPICSGVLEEPVQAPHCEHAFCNACITQWFSQQQTCPVDRSVVTVAHLRPVPRIMRNMLSKLQIACDNAVFGCSAVVRLDNLMSHLSDCEHNPKRPVTCEQGCGLEMPKDELPNHNCIKHLRSVVQQQQSRIAELEKTSAEHKHQLAEQKRDIQLLKAYMRAIRSVNPNLQNLEETIEYNEILEWVNSLQPARVTRWGGMISTPDAVLQAVIKRSLVESGCPASIVNELIENAHERSWPQGLATLETRQMNRRYYENYVAKRIPGKQAVVVMACENQHMGDDM.... Result: 0 (no interaction). (4) The miRNA is hsa-miR-3921 with sequence UCUCUGAGUACCAUAUGCCUUGU. The protein sequence of the target gene is MQMVPSLPPASECAGEEKRVGTRTVFVGNHPVSETEAYIAQRFCDNRIVSSKYTLWNFLPKNLFEQFRRIANFYFLIIFLVQVTVDTPTSPVTSGLPLFFVITVTAIKQGYEDCLRHRADNEVNKSTVYIIENAKRVRKESEKIKVGDVVEVQADETFPCDLILLSSCTTDGTCYVTTASLDGESNCKTHYAVRDTIALCTAESIDTLRAAIECEQPQPDLYKFVGRINIYSNSLEAVARSLGPENLLLKGATLKNTEKIYGVAVYTGMETKMALNYQGKSQKRSAVEKSINAFLIVYLF.... Result: 0 (no interaction). (5) The miRNA is hsa-miR-484 with sequence UCAGGCUCAGUCCCCUCCCGAU. The protein sequence of the target gene is MSGFDDPGIFYSDSFGGDAQADEGQARKSQLQRRFKEFLRQYRVGTDRTGFTFKYRDELKRHYNLGEYWIEVEMEDLASFDEDLADYLYKQPAEHLQLLEEAAKEVADEVTRPRPSGEEVLQDIQVMLKSDASPSSIRSLKSDMMSHLVKIPGIIIAASAVRAKATRISIQCRSCRNTLTNIAMRPGLEGYALPRKCNTDQAGRPKCPLDPYFIMPDKCKCVDFQTLKLQELPDAVPHGEMPRHMQLYCDRYLCDKVVPGNRVTIMGIYSIKKFGLTTSRGRDRVGVGIRSSYIRVLGIQ.... Result: 1 (interaction).